Dataset: Peptide-MHC class II binding affinity with 134,281 pairs from IEDB. Task: Regression. Given a peptide amino acid sequence and an MHC pseudo amino acid sequence, predict their binding affinity value. This is MHC class II binding data. The peptide sequence is ICLEWPGVVYCQDSL. The MHC is DRB1_0101 with pseudo-sequence DRB1_0101. The binding affinity (normalized) is 0.337.